This data is from Full USPTO retrosynthesis dataset with 1.9M reactions from patents (1976-2016). The task is: Predict the reactants needed to synthesize the given product. (1) Given the product [CH2:1]([O:3][C:4]([C:6]1[C:11]([CH3:12])=[N:10][C:9]([NH:13][CH2:14][CH2:15][CH2:16][C:17]2[CH:22]=[CH:21][CH:20]=[C:19]([O:23][CH3:24])[C:18]=2[F:25])=[N:8][C:7]=1[CH3:26])=[O:5])[CH3:2], predict the reactants needed to synthesize it. The reactants are: [CH2:1]([O:3][C:4]([C:6]1[C:7]([CH3:26])=[N:8][C:9]([NH:13][CH2:14][C:15]#[C:16][C:17]2[CH:22]=[CH:21][CH:20]=[C:19]([O:23][CH3:24])[C:18]=2[F:25])=[N:10][C:11]=1[CH3:12])=[O:5])[CH3:2]. (2) The reactants are: [CH2:1]([O:3][C:4](=[O:18])[C:5]1[CH:10]=[C:9]([C:11]([F:14])([F:13])[F:12])[C:8]([CH:15]=O)=[CH:7][C:6]=1[NH2:17])[CH3:2].[NH:19]1[CH2:23][CH2:22][C@@H:21]([NH:24][C:25](=[O:27])[CH3:26])[CH2:20]1. Given the product [CH2:1]([O:3][C:4](=[O:18])[C:5]1[CH:10]=[C:9]([C:11]([F:14])([F:13])[F:12])[C:8]([CH2:15][N:19]2[CH2:23][CH2:22][C@@H:21]([NH:24][C:25](=[O:27])[CH3:26])[CH2:20]2)=[CH:7][C:6]=1[NH2:17])[CH3:2], predict the reactants needed to synthesize it. (3) Given the product [CH3:1][O:2][C:3]1[CH:4]=[C:5]([O:17][C:18]2[CH:19]=[CH:20][C:21]([S:24]([CH3:27])(=[O:26])=[O:25])=[CH:22][CH:23]=2)[CH:6]=[C:7]2[C:11]=1[NH:10][C:9]([C:12]([OH:14])=[O:13])=[CH:8]2, predict the reactants needed to synthesize it. The reactants are: [CH3:1][O:2][C:3]1[CH:4]=[C:5]([O:17][C:18]2[CH:23]=[CH:22][C:21]([S:24]([CH3:27])(=[O:26])=[O:25])=[CH:20][CH:19]=2)[CH:6]=[C:7]2[C:11]=1[NH:10][C:9]([C:12]([O:14]CC)=[O:13])=[CH:8]2.[OH-].[K+]. (4) Given the product [Br:1][C:2]1[CH:3]=[C:4]2[C:9](=[N:10][CH:11]=1)[N:8]([CH2:12][CH3:13])[CH:7]=[C:6]([C:14]([O:16][CH2:19][CH2:18][CH2:23][OH:40])=[O:15])[C:5]2=[O:17], predict the reactants needed to synthesize it. The reactants are: [Br:1][C:2]1[CH:3]=[C:4]2[C:9](=[N:10][CH:11]=1)[N:8]([CH2:12][CH3:13])[CH:7]=[C:6]([C:14]([OH:16])=[O:15])[C:5]2=[O:17].[C:18]1(P(C2C=CC=CC=2)C2C=CC=CC=2)[CH:23]=CC=C[CH:19]=1.N(C(OCC)=O)=NC(OCC)=[O:40]. (5) Given the product [C:1]([O:4][C:5]1[CH:10]=[CH:9][C:8]([O:11][S:21]([C:20]([F:33])([F:32])[F:19])(=[O:23])=[O:22])=[CH:7][C:6]=1[CH3:12])(=[O:3])[CH3:2], predict the reactants needed to synthesize it. The reactants are: [C:1]([O:4][C:5]1[CH:10]=[CH:9][C:8]([OH:11])=[CH:7][C:6]=1[CH3:12])(=[O:3])[CH3:2].N1C=CC=CC=1.[F:19][C:20]([F:33])([F:32])[S:21](O[S:21]([C:20]([F:33])([F:32])[F:19])(=[O:23])=[O:22])(=[O:23])=[O:22].Cl. (6) Given the product [Cl:18][C:12]1[CH:13]=[CH:14][CH:15]=[C:16]([Cl:17])[C:11]=1[C:4]1[C:3]([CH2:2][S:25][C:26]2[CH:31]=[CH:30][C:29]([B:32]([OH:34])[OH:33])=[CH:28][CH:27]=2)=[C:7]([CH:8]([CH3:10])[CH3:9])[O:6][N:5]=1, predict the reactants needed to synthesize it. The reactants are: Cl[CH2:2][C:3]1[C:4]([C:11]2[C:16]([Cl:17])=[CH:15][CH:14]=[CH:13][C:12]=2[Cl:18])=[N:5][O:6][C:7]=1[CH:8]([CH3:10])[CH3:9].C(=O)([O-])[O-].[Cs+].[Cs+].[SH:25][C:26]1[CH:31]=[CH:30][C:29]([B:32]([OH:34])[OH:33])=[CH:28][CH:27]=1.